This data is from Forward reaction prediction with 1.9M reactions from USPTO patents (1976-2016). The task is: Predict the product of the given reaction. Given the reactants [F:1][C:2]1[CH:3]=[C:4]([S:17][C:18]2[CH:27]=[CH:26][C:21]([C:22]([O:24][CH3:25])=[O:23])=[CH:20][C:19]=2[N+:28]([O-])=O)[CH:5]=[CH:6][C:7]=1[NH:8][C:9]([O:11][CH2:12][C:13]([Cl:16])([Cl:15])[Cl:14])=[O:10].[NH4+].[Cl-].C1COCC1.O, predict the reaction product. The product is: [NH2:28][C:19]1[CH:20]=[C:21]([CH:26]=[CH:27][C:18]=1[S:17][C:4]1[CH:5]=[CH:6][C:7]([NH:8][C:9]([O:11][CH2:12][C:13]([Cl:16])([Cl:14])[Cl:15])=[O:10])=[C:2]([F:1])[CH:3]=1)[C:22]([O:24][CH3:25])=[O:23].